This data is from Retrosynthesis with 50K atom-mapped reactions and 10 reaction types from USPTO. The task is: Predict the reactants needed to synthesize the given product. Given the product COC(=O)/C(=C/C1CCCCC1)c1ccc(-n2nnnc2C)c(Cl)c1, predict the reactants needed to synthesize it. The reactants are: COC(=O)/C(I)=C\C1CCCCC1.Cc1nnnn1-c1ccc(I)cc1Cl.